From a dataset of NCI-60 drug combinations with 297,098 pairs across 59 cell lines. Regression. Given two drug SMILES strings and cell line genomic features, predict the synergy score measuring deviation from expected non-interaction effect. (1) Drug 1: CC1=C(C(=CC=C1)Cl)NC(=O)C2=CN=C(S2)NC3=CC(=NC(=N3)C)N4CCN(CC4)CCO. Drug 2: C1CCC(C(C1)N)N.C(=O)(C(=O)[O-])[O-].[Pt+4]. Cell line: EKVX. Synergy scores: CSS=11.0, Synergy_ZIP=-1.26, Synergy_Bliss=4.20, Synergy_Loewe=3.14, Synergy_HSA=4.64. (2) Drug 1: CC1=C(C=C(C=C1)NC2=NC=CC(=N2)N(C)C3=CC4=NN(C(=C4C=C3)C)C)S(=O)(=O)N.Cl. Drug 2: C1CCC(C(C1)N)N.C(=O)(C(=O)[O-])[O-].[Pt+4]. Cell line: SR. Synergy scores: CSS=45.5, Synergy_ZIP=-5.98, Synergy_Bliss=-2.65, Synergy_Loewe=-5.41, Synergy_HSA=-0.571. (3) Drug 1: CN(C)N=NC1=C(NC=N1)C(=O)N. Drug 2: C1CN(P(=O)(OC1)NCCCl)CCCl. Cell line: SF-295. Synergy scores: CSS=4.06, Synergy_ZIP=-2.38, Synergy_Bliss=-3.44, Synergy_Loewe=-5.59, Synergy_HSA=-2.65. (4) Drug 1: C1CCC(CC1)NC(=O)N(CCCl)N=O. Drug 2: CC1=C(N=C(N=C1N)C(CC(=O)N)NCC(C(=O)N)N)C(=O)NC(C(C2=CN=CN2)OC3C(C(C(C(O3)CO)O)O)OC4C(C(C(C(O4)CO)O)OC(=O)N)O)C(=O)NC(C)C(C(C)C(=O)NC(C(C)O)C(=O)NCCC5=NC(=CS5)C6=NC(=CS6)C(=O)NCCC[S+](C)C)O. Cell line: DU-145. Synergy scores: CSS=11.9, Synergy_ZIP=-1.52, Synergy_Bliss=3.59, Synergy_Loewe=1.04, Synergy_HSA=3.88. (5) Drug 1: C1C(C(OC1N2C=NC3=C(N=C(N=C32)Cl)N)CO)O. Drug 2: CC1=C(N=C(N=C1N)C(CC(=O)N)NCC(C(=O)N)N)C(=O)NC(C(C2=CN=CN2)OC3C(C(C(C(O3)CO)O)O)OC4C(C(C(C(O4)CO)O)OC(=O)N)O)C(=O)NC(C)C(C(C)C(=O)NC(C(C)O)C(=O)NCCC5=NC(=CS5)C6=NC(=CS6)C(=O)NCCC[S+](C)C)O. Cell line: ACHN. Synergy scores: CSS=62.8, Synergy_ZIP=-3.23, Synergy_Bliss=-3.56, Synergy_Loewe=-4.60, Synergy_HSA=0.386. (6) Drug 1: CC1=C(C(CCC1)(C)C)C=CC(=CC=CC(=CC(=O)O)C)C. Drug 2: CN1C(=O)N2C=NC(=C2N=N1)C(=O)N. Cell line: MCF7. Synergy scores: CSS=6.23, Synergy_ZIP=-2.12, Synergy_Bliss=3.79, Synergy_Loewe=-5.56, Synergy_HSA=0.646. (7) Drug 1: COC1=C(C=C2C(=C1)N=CN=C2NC3=CC(=C(C=C3)F)Cl)OCCCN4CCOCC4. Drug 2: C1=CC(=CC=C1CCCC(=O)O)N(CCCl)CCCl. Cell line: ACHN. Synergy scores: CSS=58.1, Synergy_ZIP=0.919, Synergy_Bliss=1.45, Synergy_Loewe=3.77, Synergy_HSA=6.49.